This data is from Forward reaction prediction with 1.9M reactions from USPTO patents (1976-2016). The task is: Predict the product of the given reaction. Given the reactants [NH2:1][CH2:2][C:3]1[CH:4]=[CH:5][C:6]([O:11][C:12]2[CH:17]=[CH:16][C:15]([Cl:18])=[C:14]([C:19]([F:22])([F:21])[F:20])[CH:13]=2)=[C:7]([CH:10]=1)[C:8]#[N:9].[Cl:23][C:24]1[N:29]=[C:28](Cl)[CH:27]=[CH:26][N:25]=1, predict the reaction product. The product is: [Cl:23][C:24]1[N:29]=[C:28]([NH:1][CH2:2][C:3]2[CH:4]=[CH:5][C:6]([O:11][C:12]3[CH:17]=[CH:16][C:15]([Cl:18])=[C:14]([C:19]([F:22])([F:20])[F:21])[CH:13]=3)=[C:7]([CH:10]=2)[C:8]#[N:9])[CH:27]=[CH:26][N:25]=1.